Dataset: Full USPTO retrosynthesis dataset with 1.9M reactions from patents (1976-2016). Task: Predict the reactants needed to synthesize the given product. Given the product [O:12]=[C:8]1[CH2:7][CH2:6][CH2:5][C:4]2[CH:3]=[C:2]([NH:1][C:19]([C:16]3[CH:17]=[CH:18][C:13]([C:22]4[CH:23]=[CH:24][CH:25]=[CH:26][CH:27]=4)=[CH:14][CH:15]=3)=[O:20])[CH:11]=[CH:10][C:9]1=2, predict the reactants needed to synthesize it. The reactants are: [NH2:1][C:2]1[CH:3]=[C:4]2[C:9](=[CH:10][CH:11]=1)[C:8](=[O:12])[CH2:7][CH2:6][CH2:5]2.[C:13]1([C:22]2[CH:27]=[CH:26][CH:25]=[CH:24][CH:23]=2)[CH:18]=[CH:17][C:16]([C:19](Cl)=[O:20])=[CH:15][CH:14]=1.C(N(CC)CC)C.